This data is from Full USPTO retrosynthesis dataset with 1.9M reactions from patents (1976-2016). The task is: Predict the reactants needed to synthesize the given product. Given the product [CH3:1][C:2]1[CH:7]=[CH:6][C:5]([CH3:8])=[CH:4][C:3]=1[CH:9]([S:12][C:13]1[CH:18]=[CH:17][CH:16]=[CH:15][N+:14]=1[O-:19])[CH3:10], predict the reactants needed to synthesize it. The reactants are: [CH3:1][C:2]1[CH:7]=[CH:6][C:5]([CH3:8])=[CH:4][C:3]=1[CH:9](Cl)[CH3:10].[SH:12][C:13]1[CH:18]=[CH:17][CH:16]=[CH:15][N+:14]=1[O-:19].[Na].